Dataset: Catalyst prediction with 721,799 reactions and 888 catalyst types from USPTO. Task: Predict which catalyst facilitates the given reaction. (1) Reactant: [CH2:1]([O:3][C:4]1[C:8]([CH2:9][CH2:10][C:11](OCC)=[O:12])=[CH:7][N:6]([C:16]2[CH:21]=[CH:20][CH:19]=[CH:18][N:17]=2)[N:5]=1)[CH3:2].[H-].C([Al+]CC(C)C)C(C)C.Cl. Product: [CH2:1]([O:3][C:4]1[C:8]([CH2:9][CH2:10][CH2:11][OH:12])=[CH:7][N:6]([C:16]2[CH:21]=[CH:20][CH:19]=[CH:18][N:17]=2)[N:5]=1)[CH3:2]. The catalyst class is: 188. (2) Reactant: [CH3:1][O:2][CH2:3][CH:4]1[CH2:8][C:7]2[CH:9]=[C:10]([CH3:14])[CH:11]=[C:12]([NH2:13])[C:6]=2[O:5]1.C1C(=O)N([Br:22])C(=O)C1. Product: [Br:22][C:9]1[C:7]2[CH2:8][CH:4]([CH2:3][O:2][CH3:1])[O:5][C:6]=2[C:12]([NH2:13])=[CH:11][C:10]=1[CH3:14]. The catalyst class is: 3. (3) Reactant: [F:1][C:2]1[CH:3]=[C:4]([CH:6]=[CH:7][CH:8]=1)[NH2:5].C(=O)(O)[O-].[Na+].CO.ClCCl.[I:19](Cl)(=O)=O.I(Cl)(=O)=O.C([N+](C)(C)C)C1C=CC=CC=1. Product: [F:1][C:2]1[CH:3]=[C:4]([CH:6]=[CH:7][C:8]=1[I:19])[NH2:5]. The catalyst class is: 4. (4) Reactant: [C:1]1([SH:7])[CH:6]=[CH:5][CH:4]=[CH:3][CH:2]=1.[H-].[Na+].[CH2:10]([O:12][C:13]([C@@H:15]1[CH2:19][C@H:18](OS(C)(=O)=O)[CH2:17][C@H:16]1[C:25]([N:27]1[CH2:32][CH2:31][O:30][CH2:29][CH2:28]1)=[O:26])=[O:14])[CH3:11]. Product: [CH2:10]([O:12][C:13]([C@@H:15]1[CH2:19][C@@H:18]([S:7][C:1]2[CH:6]=[CH:5][CH:4]=[CH:3][CH:2]=2)[CH2:17][C@H:16]1[C:25]([N:27]1[CH2:28][CH2:29][O:30][CH2:31][CH2:32]1)=[O:26])=[O:14])[CH3:11]. The catalyst class is: 1. (5) Reactant: [OH:1][CH2:2][C:3]1[CH:4]=[C:5]([CH:8]=[CH:9][CH:10]=1)[C:6]#[N:7].[Cl:11][C:12]1[CH:17]=[N:16][CH:15]=[C:14](Cl)[N:13]=1.[H-].[Na+].Cl. Product: [Cl:11][C:12]1[N:13]=[C:14]([O:1][CH2:2][C:3]2[CH:4]=[C:5]([CH:8]=[CH:9][CH:10]=2)[C:6]#[N:7])[CH:15]=[N:16][CH:17]=1. The catalyst class is: 1. (6) Reactant: [F:1][C:2]([F:25])([F:24])[C:3]([N:5]1[CH2:14][CH2:13][C:12]2[C:7](=[CH:8][CH:9]=[C:10]([O:15][CH3:16])[CH:11]=2)[CH:6]1[C:17]1[CH:22]=[CH:21][C:20]([OH:23])=[CH:19][CH:18]=1)=[O:4].[H-].[Na+].Cl.Cl[CH2:30][CH2:31][N:32]1[CH2:36][CH2:35][CH2:34][CH2:33]1. Product: [F:25][C:2]([F:1])([F:24])[C:3]([N:5]1[CH2:14][CH2:13][C:12]2[C:7](=[CH:8][CH:9]=[C:10]([O:15][CH3:16])[CH:11]=2)[CH:6]1[C:17]1[CH:18]=[CH:19][C:20]([O:23][CH2:30][CH2:31][N:32]2[CH2:36][CH2:35][CH2:34][CH2:33]2)=[CH:21][CH:22]=1)=[O:4]. The catalyst class is: 18. (7) Reactant: [Br:1][C:2]1[C:3](=[O:19])[NH:4][C:5](C)=[CH:6][C:7]=1[O:8][CH2:9][C:10]1[CH:15]=[CH:14][C:13](F)=[CH:12][C:11]=1F.[F-].[Cs+].CO[Si](OC)(OC)OC.[C:31]([O:35][CH3:36])(=[O:34])[CH:32]=[CH2:33]. Product: [CH2:9]([O:8][C:7]1[CH:6]=[CH:5][N:4]([CH2:33][CH2:32][C:31]([O:35][CH3:36])=[O:34])[C:3](=[O:19])[C:2]=1[Br:1])[C:10]1[CH:11]=[CH:12][CH:13]=[CH:14][CH:15]=1. The catalyst class is: 7. (8) Reactant: [Br:1][C:2]1[CH:3]=[CH:4][C:5]2[N:9]=[C:8]([CH2:10]Cl)[NH:7][C:6]=2[CH:12]=1.[CH2:13]([NH:15][CH2:16]C)C. Product: [Br:1][C:2]1[CH:3]=[CH:4][C:5]2[N:9]=[C:8]([CH2:10][N:15]([CH3:16])[CH3:13])[NH:7][C:6]=2[CH:12]=1. The catalyst class is: 7.